From a dataset of Forward reaction prediction with 1.9M reactions from USPTO patents (1976-2016). Predict the product of the given reaction. (1) Given the reactants [C:1]([OH:6])(=[O:5])[CH:2]([CH3:4])[CH3:3].C([Li])CCC.CCCCCC.Br[CH2:19][CH2:20][C:21]1[CH:26]=[CH:25][CH:24]=[CH:23][CH:22]=1, predict the reaction product. The product is: [CH3:3][C:2]([CH3:4])([CH2:19][CH2:20][C:21]1[CH:26]=[CH:25][CH:24]=[CH:23][CH:22]=1)[C:1]([OH:6])=[O:5]. (2) The product is: [CH2:1]([O:8][C:9]([N:11]1[CH2:15][CH2:14][CH2:13][C@H:12]1[F:31])=[O:10])[C:2]1[CH:7]=[CH:6][CH:5]=[CH:4][CH:3]=1. Given the reactants [CH2:1]([O:8][C:9]([N:11]1[CH2:15][CH2:14][CH2:13][C@@H:12]1COS(C1C=CC(C)=CC=1)(=O)=O)=[O:10])[C:2]1[CH:7]=[CH:6][CH:5]=[CH:4][CH:3]=1.O.O.O.[F-:31].C([N+](CCCC)(CCCC)CCCC)CCC.O.C(OCC)(=O)C, predict the reaction product. (3) Given the reactants [CH:1]1([CH2:7][NH:8][C:9]([C@H:11]([NH:16][C:17](=[O:23])[O:18][C:19]([CH3:22])([CH3:21])[CH3:20])[CH2:12][CH2:13]SC)=[O:10])[CH2:6][CH2:5][CH2:4][CH2:3][CH2:2]1, predict the reaction product. The product is: [CH:1]1([CH2:7][N:8]2[CH2:13][CH2:12][C@@H:11]([NH:16][C:17](=[O:23])[O:18][C:19]([CH3:22])([CH3:21])[CH3:20])[C:9]2=[O:10])[CH2:6][CH2:5][CH2:4][CH2:3][CH2:2]1. (4) Given the reactants C[C@H]1N2[C:8]([C:10]3[N:16](C[C@@H]2OCC1)[CH:15]=[C:14]([C:18]([NH:20][CH2:21][C:22]1[CH:23]=[CH:24][C:25]([F:29])=[CH:26][C:27]=1[F:28])=[O:19])[C:12](=[O:13])[C:11]=3[OH:30])=[O:9].[CH2:31](OC1C(CO)=NC=C(C=1O)C(O)=O)[C:32]1[CH:37]=[CH:36][CH:35]=[CH:34][CH:33]=1.FC1C=C(F)C=CC=1CN, predict the reaction product. The product is: [CH2:31]([O:30][C:11]1[C:10]([CH2:8][OH:9])=[N:16][CH:15]=[C:14]([C:12]=1[OH:13])[C:18]([NH:20][CH2:21][C:22]1[CH:23]=[CH:24][C:25]([F:29])=[CH:26][C:27]=1[F:28])=[O:19])[C:32]1[CH:37]=[CH:36][CH:35]=[CH:34][CH:33]=1. (5) Given the reactants [CH2:1]([O:3][C:4]1[CH:9]=[CH:8][C:7]([OH:10])=[C:6]([F:11])[C:5]=1[F:12])[CH3:2].P([O-])([O-])([O-])=O.[K+].[K+].[K+].Cl[CH2:22][CH:23]1[CH2:28][CH2:27][CH:26]([C:29]2[CH:34]=[CH:33][C:32]([O:35][CH2:36][CH3:37])=[C:31]([F:38])[C:30]=2[F:39])[CH2:25][CH2:24]1, predict the reaction product. The product is: [CH2:36]([O:35][C:32]1[CH:33]=[CH:34][C:29]([CH:26]2[CH2:27][CH2:28][CH:23]([CH2:22][O:10][C:7]3[CH:8]=[CH:9][C:4]([O:3][CH2:1][CH3:2])=[C:5]([F:12])[C:6]=3[F:11])[CH2:24][CH2:25]2)=[C:30]([F:39])[C:31]=1[F:38])[CH3:37]. (6) Given the reactants [CH3:1][N:2]1[C:6]([C:7]([O:9]C)=[O:8])=[CH:5][C:4]([C:11]2[CH:16]=[CH:15][CH:14]=[CH:13][CH:12]=2)=[N:3]1.O.O.[OH-].[Li+], predict the reaction product. The product is: [CH3:1][N:2]1[C:6]([C:7]([OH:9])=[O:8])=[CH:5][C:4]([C:11]2[CH:16]=[CH:15][CH:14]=[CH:13][CH:12]=2)=[N:3]1. (7) The product is: [F:1][C:2]1[CH:7]=[CH:6][C:5]([O:8][CH2:12][C:13]([O:15][CH2:16][CH3:17])=[O:14])=[CH:4][CH:3]=1. Given the reactants [F:1][C:2]1[CH:7]=[CH:6][C:5]([OH:8])=[CH:4][CH:3]=1.[H-].[Na+].Br[CH2:12][C:13]([O:15][CH2:16][CH3:17])=[O:14], predict the reaction product. (8) Given the reactants [Br:1][C:2]1[CH:3]=[C:4]2[C:9](=[CH:10][CH:11]=1)[N:8]=[C:7]([C:12]1[O:13][CH:14]=[CH:15][CH:16]=1)[CH:6]=[C:5]2[C:17]([OH:19])=O.CCN=C=NCCCN(C)C.Cl.[CH:32]1[CH:33]=C[C:35]2[N:40](O)N=[N:38][C:36]=2[CH:37]=1.NC1C=NC=CC=1, predict the reaction product. The product is: [Br:1][C:2]1[CH:3]=[C:4]2[C:9](=[CH:10][CH:11]=1)[N:8]=[C:7]([C:12]1[O:13][CH:14]=[CH:15][CH:16]=1)[CH:6]=[C:5]2[C:17]([NH:38][C:36]1[CH:35]=[N:40][CH:33]=[CH:32][CH:37]=1)=[O:19]. (9) Given the reactants [Si]([O:8][C@H:9]([C:29]1[CH:38]=[CH:37][C:36]([OH:39])=[C:35]2[C:30]=1[CH:31]=[CH:32][C:33](=[O:40])[NH:34]2)[CH2:10][NH:11][CH:12]1[CH2:17][CH2:16][N:15]([CH2:18][C:19]([O:21][CH2:22][C:23]2[CH:28]=[CH:27][CH:26]=[CH:25][CH:24]=2)=[O:20])[CH2:14][CH2:13]1)(C(C)(C)C)(C)C.CC[N:43](CC)CC.F.F.F, predict the reaction product. The product is: [OH:8][C@H:9]([C:29]1[CH:38]=[CH:37][C:36]([OH:39])=[C:35]2[C:30]=1[CH:31]=[CH:32][C:33](=[O:40])[NH:34]2)[CH2:10][NH:11][CH:12]1[CH2:17][CH2:16][N:15]([CH2:18][C:19]([O:21][CH2:22][C:23]2[CH:28]=[CH:27][CH:26]=[CH:25][CH:24]=2)=[O:20])[CH2:14][CH2:13]1.[NH3:43].